This data is from Reaction yield outcomes from USPTO patents with 853,638 reactions. The task is: Predict the reaction yield, written as a fraction of the theoretical maximum amount of product (1.0 means a 100% yield; for example, 0.34 means a 34% yield). (1) The reactants are C[O:2][C:3](=[O:15])[CH2:4][CH2:5][C:6]([C:8]1[CH:13]=[CH:12][CH:11]=[C:10]([F:14])[CH:9]=1)=O.O.NN.[OH-].[K+].Cl. The catalyst is C(O)CO.O.CCOCC. The product is [F:14][C:10]1[CH:9]=[C:8]([CH2:6][CH2:5][CH2:4][C:3]([OH:15])=[O:2])[CH:13]=[CH:12][CH:11]=1. The yield is 0.753. (2) The reactants are C(O[C:9]([NH:11][C:12]1[S:13][CH:14]=[C:15]([C:24]2[N:28]([CH3:29])[N:27]=[C:26]([C:30]([F:33])([F:32])[F:31])[CH:25]=2)[C:16]=1[C:17]([O:19][C:20]([CH3:23])([CH3:22])[CH3:21])=[O:18])=[O:10])C1C=CC=CC=1.CCN([CH:40]([CH3:42])[CH3:41])C(C)C. The catalyst is CN(C1C=CN=CC=1)C.ClCCl. The product is [O:19]1[C:17]2[CH:16]=[CH:12][CH:42]=[CH:40][C:41]=2[CH:21]=[C:20]1[C:9]([NH:11][C:12]1[S:13][CH:14]=[C:15]([C:24]2[N:28]([CH3:29])[N:27]=[C:26]([C:30]([F:33])([F:31])[F:32])[CH:25]=2)[C:16]=1[C:17]([O:19][C:20]([CH3:23])([CH3:22])[CH3:21])=[O:18])=[O:10]. The yield is 0.870. (3) The reactants are [CH2:1]1[C:10]2[CH:9]=[CH:8][CH:7]=[C:6]([C:11]#[N:12])[C:5]=2[CH2:4][CH2:3][NH:2]1.[C:13](O[C:13]([O:15][C:16]([CH3:19])([CH3:18])[CH3:17])=[O:14])([O:15][C:16]([CH3:19])([CH3:18])[CH3:17])=[O:14]. The catalyst is C(Cl)Cl. The product is [C:11]([C:6]1[CH:7]=[CH:8][CH:9]=[C:10]2[C:5]=1[CH2:4][CH2:3][N:2]([C:13]([O:15][C:16]([CH3:19])([CH3:18])[CH3:17])=[O:14])[CH2:1]2)#[N:12]. The yield is 1.23. (4) The reactants are Br[C:2]1[CH:11]=[C:10]2[C:5]([CH:6]=[C:7]([NH2:12])[N:8]=[CH:9]2)=[CH:4][CH:3]=1.[CH3:13][C:14]1[CH:22]=[CH:21][C:17]([C:18]([OH:20])=[O:19])=[CH:16][C:15]=1B1OC(C)(C)C(C)O1.C(=O)([O-])[O-].[K+].[K+].C(O)(=O)CC(CC(O)=O)(C(O)=O)O. The yield is 0.680. The product is [NH2:12][C:7]1[N:8]=[CH:9][C:10]2[C:5]([CH:6]=1)=[CH:4][CH:3]=[C:2]([C:15]1[CH:16]=[C:17]([CH:21]=[CH:22][C:14]=1[CH3:13])[C:18]([OH:20])=[O:19])[CH:11]=2. The catalyst is CC(P(C(C)(C)C)C1C=CC(N(C)C)=CC=1)(C)C.CC(P(C(C)(C)C)C1C=CC(N(C)C)=CC=1)(C)C.Cl[Pd]Cl.O.O1CCOCC1. (5) The reactants are [I:1][C:2]1[CH:3]=[C:4]2[C:9](=[CH:10][CH:11]=1)[C:8](=[O:12])[NH:7][C:6](=[O:13])[C:5]2=[CH:14]OC.[NH2:17][C:18]1[CH:23]=[CH:22][C:21]([N:24]2[CH2:29][CH2:28][N:27]([C:30]([O:32][C:33]([CH3:36])([CH3:35])[CH3:34])=[O:31])[CH2:26][CH2:25]2)=[CH:20][CH:19]=1. The catalyst is CN(C)C=O. The product is [I:1][C:2]1[CH:3]=[C:4]2[C:9](=[CH:10][CH:11]=1)[C:8](=[O:12])[NH:7][C:6](=[O:13])/[C:5]/2=[CH:14]\[NH:17][C:18]1[CH:23]=[CH:22][C:21]([N:24]2[CH2:29][CH2:28][N:27]([C:30]([O:32][C:33]([CH3:36])([CH3:35])[CH3:34])=[O:31])[CH2:26][CH2:25]2)=[CH:20][CH:19]=1. The yield is 0.740. (6) The reactants are O=[C:2]([CH2:8][C:9]([O:11][CH3:12])=[O:10])[CH2:3][C:4]([O:6][CH3:7])=[O:5].[S:13]1CC(O)S[CH2:15][CH:14]1O.[Li+].[Br-]. The yield is 0.900. The catalyst is O1CCOCC1. The product is [CH3:7][O:6][C:4](=[O:5])[CH2:3][C:2]1[S:13][CH:14]=[CH:15][C:8]=1[C:9]([O:11][CH3:12])=[O:10]. (7) The reactants are [F:1][C:2]1([F:16])[CH2:5][CH:4]([C:6]([O:8][CH2:9][C:10]2[CH:15]=[CH:14][CH:13]=[CH:12][CH:11]=2)=[O:7])[CH2:3]1.[CH2:17](I)[CH3:18].C[Si]([N-][Si](C)(C)C)(C)C.[K+]. The catalyst is C1COCC1. The product is [CH2:17]([C:4]1([C:6]([O:8][CH2:9][C:10]2[CH:15]=[CH:14][CH:13]=[CH:12][CH:11]=2)=[O:7])[CH2:3][C:2]([F:16])([F:1])[CH2:5]1)[CH3:18]. The yield is 0.356. (8) The reactants are [CH:1]1([S:4]([NH:7][C:8](=[O:15])[CH2:9][C:10]([O:12]CC)=[O:11])(=[O:6])=[O:5])[CH2:3][CH2:2]1.O.[OH-].[Li+].Cl. The catalyst is C1COCC1.O. The product is [CH:1]1([S:4]([NH:7][C:8](=[O:15])[CH2:9][C:10]([OH:12])=[O:11])(=[O:6])=[O:5])[CH2:3][CH2:2]1. The yield is 0.950. (9) The reactants are C([Sn](CCCC)CCCC)CCC.[Cl:14][C:15]1[CH:20]=[CH:19][N:18]=[C:17]2[CH:21]=[C:22]([C:24]3S[CH:26]=[CH:27][N:28]=3)[S:23][C:16]=12.Br[C:30]1[N:31](C)C=CN=1. No catalyst specified. The product is [Cl:14][C:15]1[CH:20]=[CH:19][N:18]=[C:17]2[CH:21]=[C:22]([C:24]3[N:31]([CH3:30])[CH:26]=[CH:27][N:28]=3)[S:23][C:16]=12. The yield is 0.950. (10) The reactants are Cl[CH2:2][CH2:3][CH2:4][N:5]1[C:10]2[CH:11]=[CH:12][CH:13]=[CH:14][C:9]=2[S:8][CH2:7][C:6]1=[O:15].C([O-])([O-])=O.[K+].[K+].[Na+].[I-].[CH2:24]([O:27][CH:28]1[CH2:33][CH2:32][NH:31][CH2:30][CH2:29]1)[CH2:25][CH3:26]. The catalyst is CCCCCCC.CCOC(C)=O. The product is [CH2:24]([O:27][CH:28]1[CH2:33][CH2:32][N:31]([CH2:2][CH2:3][CH2:4][N:5]2[C:10]3[CH:11]=[CH:12][CH:13]=[CH:14][C:9]=3[S:8][CH2:7][C:6]2=[O:15])[CH2:30][CH2:29]1)[CH2:25][CH3:26]. The yield is 0.790.